This data is from Forward reaction prediction with 1.9M reactions from USPTO patents (1976-2016). The task is: Predict the product of the given reaction. Given the reactants C(N(CC)CC)C.[C:8](Cl)(=[O:12])[CH2:9][CH2:10][CH3:11].[CH3:14][N:15]([CH3:32])[C:16]1([C:26]2[CH:31]=[CH:30][CH:29]=[CH:28][CH:27]=2)[CH2:25][CH2:24][C:19]2([CH2:23][CH2:22][NH:21][CH2:20]2)[CH2:18][CH2:17]1, predict the reaction product. The product is: [CH3:14][N:15]([CH3:32])[C:16]1([C:26]2[CH:27]=[CH:28][CH:29]=[CH:30][CH:31]=2)[CH2:17][CH2:18][C:19]2([CH2:23][CH2:22][N:21]([C:8](=[O:12])[CH2:9][CH2:10][CH3:11])[CH2:20]2)[CH2:24][CH2:25]1.